The task is: Predict the product of the given reaction.. This data is from Forward reaction prediction with 1.9M reactions from USPTO patents (1976-2016). (1) Given the reactants [NH2:1][C:2](=[O:35])[C@H:3]([NH:17][C:18]1[C:26]([F:27])=[CH:25][C:21]([C:22]([NH2:24])=[O:23])=[C:20]([NH:28][C:29]2[S:33][N:32]=[C:31]([CH3:34])[CH:30]=2)[CH:19]=1)[CH2:4][C:5]1[CH:10]=[CH:9][C:8](C2C=CN=CC=2)=[CH:7][CH:6]=1.[N:36]1[CH:41]=[CH:40][CH:39]=[C:38](B(O)O)[CH:37]=1, predict the reaction product. The product is: [NH2:1][C:2](=[O:35])[C@H:3]([NH:17][C:18]1[C:26]([F:27])=[CH:25][C:21]([C:22]([NH2:24])=[O:23])=[C:20]([NH:28][C:29]2[S:33][N:32]=[C:31]([CH3:34])[CH:30]=2)[CH:19]=1)[CH2:4][C:5]1[CH:10]=[CH:9][C:8]([C:38]2[CH:37]=[N:36][CH:41]=[CH:40][CH:39]=2)=[CH:7][CH:6]=1. (2) The product is: [CH2:17]([O:9][C:7]1[CH:6]=[C:5]([OH:10])[CH:4]=[C:3]([CH2:2][OH:1])[CH:8]=1)[CH3:18]. Given the reactants [OH:1][CH2:2][C:3]1[CH:4]=[C:5]([OH:10])[CH:6]=[C:7]([OH:9])[CH:8]=1.C([O-])([O-])=O.[K+].[K+].[CH2:17](I)[CH3:18], predict the reaction product. (3) Given the reactants C([O:3][C:4](=[O:24])[C:5]1[CH:10]=[CH:9][C:8]([CH3:11])=[C:7]([NH:12][C:13]2[N:18]=[C:17]([N:19]3[CH:23]=[CH:22][N:21]=[CH:20]3)[CH:16]=[CH:15][N:14]=2)[CH:6]=1)C.C(OC(=O)C1C=CC(NC2N=C(C3C=NC=CC=3)C=CN=2)=CC=1)C, predict the reaction product. The product is: [N:19]1([C:17]2[CH:16]=[CH:15][N:14]=[C:13]([NH:12][C:7]3[CH:6]=[C:5]([CH:10]=[CH:9][C:8]=3[CH3:11])[C:4]([OH:24])=[O:3])[N:18]=2)[CH:23]=[CH:22][N:21]=[CH:20]1. (4) Given the reactants [F:1][C:2]([F:14])([F:13])[C:3]1[CH:12]=[CH:11][C:6]([CH2:7][N:8]=[C:9]=[O:10])=[CH:5][CH:4]=1.[F:15][C:16]1[CH:17]=[C:18]([NH2:26])[C:19]2[CH:20]=[N:21][N:22]([CH3:25])[C:23]=2[CH:24]=1, predict the reaction product. The product is: [F:15][C:16]1[CH:24]=[C:23]2[C:19]([CH:20]=[N:21][N:22]2[CH3:25])=[C:18]([NH:26][C:9]([NH:8][CH2:7][C:6]2[CH:11]=[CH:12][C:3]([C:2]([F:13])([F:14])[F:1])=[CH:4][CH:5]=2)=[O:10])[CH:17]=1.